This data is from Reaction yield outcomes from USPTO patents with 853,638 reactions. The task is: Predict the reaction yield, written as a fraction of the theoretical maximum amount of product (1.0 means a 100% yield; for example, 0.34 means a 34% yield). (1) The reactants are Cl.[CH:2]([C:5]1[CH:10]=[CH:9][C:8]([CH:11]2[C:15]3([CH2:20][CH2:19][NH:18][CH2:17][CH2:16]3)[O:14][C:13]3[C:21]([CH3:28])=[C:22]([CH3:27])[C:23]([OH:26])=[C:24]([CH3:25])[C:12]2=3)=[CH:7][CH:6]=1)([CH3:4])[CH3:3].[CH2:29]=O.[OH-].[Na+]. The catalyst is C(O)=O. The product is [CH:2]([C:5]1[CH:6]=[CH:7][C:8]([CH:11]2[C:15]3([CH2:16][CH2:17][N:18]([CH3:29])[CH2:19][CH2:20]3)[O:14][C:13]3[C:21]([CH3:28])=[C:22]([CH3:27])[C:23]([OH:26])=[C:24]([CH3:25])[C:12]2=3)=[CH:9][CH:10]=1)([CH3:4])[CH3:3]. The yield is 0.770. (2) The catalyst is CN1CCCC1=O.[Cl-].[Na+].O. The product is [CH2:1]([C:3]1[CH:11]=[CH:10][C:9]2[N:8]([CH2:28][CH2:27][C:24]3[CH:23]=[N:22][C:21]([C:20]([F:30])([F:19])[F:29])=[CH:26][CH:25]=3)[C:7]3[CH2:12][CH2:13][N:14]([CH3:16])[CH2:15][C:6]=3[C:5]=2[CH:4]=1)[CH3:2]. The yield is 0.570. The reactants are [CH2:1]([C:3]1[CH:11]=[CH:10][C:9]2[NH:8][C:7]3[CH2:12][CH2:13][N:14]([CH3:16])[CH2:15][C:6]=3[C:5]=2[CH:4]=1)[CH3:2].[OH-].[K+].[F:19][C:20]([F:30])([F:29])[C:21]1[CH:26]=[CH:25][C:24]([CH:27]=[CH2:28])=[CH:23][N:22]=1. (3) The reactants are C(OC([N:11]1[CH2:15][CH2:14][CH2:13][C@H:12]1[CH2:16][S:17]([CH3:20])(=[O:19])=[O:18])=O)C1C=CC=CC=1. The catalyst is C(O)C. The product is [CH3:20][S:17]([CH2:16][C@@H:12]1[CH2:13][CH2:14][CH2:15][NH:11]1)(=[O:19])=[O:18]. The yield is 0.930. (4) The reactants are [CH3:1][C:2]([Si:5]([CH3:31])([CH3:30])[O:6][CH2:7][C@@H:8]([NH:18][C:19]1[C:24]([N+:25]([O-])=O)=[CH:23][CH:22]=[C:21]([O:28][CH3:29])[N:20]=1)[CH2:9][O:10][CH2:11][C:12]1[CH:17]=[CH:16][CH:15]=[CH:14][CH:13]=1)([CH3:4])[CH3:3].C(O)(=O)C. The catalyst is CO.[Zn]. The product is [CH3:4][C:2]([Si:5]([CH3:30])([CH3:31])[O:6][CH2:7][C@@H:8]([NH:18][C:19]1[C:24]([NH2:25])=[CH:23][CH:22]=[C:21]([O:28][CH3:29])[N:20]=1)[CH2:9][O:10][CH2:11][C:12]1[CH:17]=[CH:16][CH:15]=[CH:14][CH:13]=1)([CH3:1])[CH3:3]. The yield is 0.800.